The task is: Predict which catalyst facilitates the given reaction.. This data is from Catalyst prediction with 721,799 reactions and 888 catalyst types from USPTO. (1) Reactant: Cl[C:2]1[C:3]([C:19]#[N:20])=[N:4][N:5]([C:9]2[CH:14]=[CH:13][C:12]([O:15][CH3:16])=[C:11]([O:17][CH3:18])[CH:10]=2)[C:6](=O)[CH:7]=1.[OH2:21].[NH2:22][NH2:23]. Product: [NH2:20][C:19]1[C:3]2=[N:4][N:5]([C:9]3[CH:14]=[CH:13][C:12]([O:15][CH3:16])=[C:11]([O:17][CH3:18])[CH:10]=3)[C:6](=[O:21])[CH:7]=[C:2]2[NH:23][N:22]=1. The catalyst class is: 8. (2) Product: [C:7]([C:9]1[CH:10]=[C:11]([C:16]2[O:20][N:19]=[C:18]([C:21]3[CH:29]=[CH:28][C:27]4[NH:26][C:25]5[CH:30]([CH2:33][C:34]([OH:36])=[O:35])[CH2:31][CH2:32][C:24]=5[C:23]=4[CH:22]=3)[N:17]=2)[CH:12]=[CH:13][C:14]=1[O:4][CH:2]([CH3:3])[CH3:1])#[N:8]. The catalyst class is: 20. Reactant: [CH3:1][CH:2]([OH:4])[CH3:3].[H-].[Na+].[C:7]([C:9]1[CH:10]=[C:11]([C:16]2[O:20][N:19]=[C:18]([C:21]3[CH:29]=[CH:28][C:27]4[NH:26][C:25]5[CH:30]([CH2:33][C:34]([O:36]CC)=[O:35])[CH2:31][CH2:32][C:24]=5[C:23]=4[CH:22]=3)[N:17]=2)[CH:12]=[CH:13][C:14]=1F)#[N:8].C(O)(=O)CC(CC(O)=O)(C(O)=O)O. (3) Reactant: S(=O)(=O)(O)O.[CH3:6][C:7]([C:25]1[CH:32]=[CH:31][C:28]([C:29]#[N:30])=[CH:27][CH:26]=1)([C:11]1[CH:16]=[CH:15][C:14]([C:17]#[C:18][C:19]2[CH:24]=[CH:23][CH:22]=[CH:21][N:20]=2)=[CH:13][CH:12]=1)[CH:8]([CH3:10])[CH3:9].[OH-:33].[Na+]. Product: [CH3:6][C:7]([C:25]1[CH:32]=[CH:31][C:28]([C:29]#[N:30])=[CH:27][CH:26]=1)([C:11]1[CH:16]=[CH:15][C:14]([C:17](=[O:33])[CH2:18][C:19]2[CH:24]=[CH:23][CH:22]=[CH:21][N:20]=2)=[CH:13][CH:12]=1)[CH:8]([CH3:10])[CH3:9]. The catalyst class is: 6. (4) Reactant: Br[C:2]1[CH:11]=[CH:10][C:9]([N+]([O-])=O)=[C:8]2[C:3]=1[CH:4]=[CH:5][N:6]=[CH:7]2.COS(OC)(=O)=O. Product: [CH3:5][NH3+:6].[CH:7]1[C:8]2[C:3](=[CH:2][CH:11]=[CH:10][CH:9]=2)[CH:4]=[CH:5][N:6]=1. The catalyst class is: 3. (5) The catalyst class is: 249. Product: [Cl:1][C:2]1[CH:3]=[CH:4][C:5](=[O:9])[N:6]([CH3:8])[N:7]=1. Reactant: [Cl:1][C:2]1[CH:3]=[C:4](C)[C:5](=[O:9])[N:6]([CH3:8])[N:7]=1.C(=O)([O-])[O-].[Cs+].[Cs+]. (6) Product: [CH2:1]([O:8][N:9]1[C:10](=[O:11])[C:12]2[CH:17]=[C:16]([F:18])[C:15]([Cl:19])=[N:14][C:13]=2[N:25]([CH2:23][CH3:24])[C:26]1=[O:27])[C:2]1[CH:7]=[CH:6][CH:5]=[CH:4][CH:3]=1. Reactant: [CH2:1]([O:8][NH:9][C:10]([C:12]1[C:13](Cl)=[N:14][C:15]([Cl:19])=[C:16]([F:18])[CH:17]=1)=[O:11])[C:2]1[CH:7]=[CH:6][CH:5]=[CH:4][CH:3]=1.[H-].[Na+].[CH2:23]([N:25]=[C:26]=[O:27])[CH3:24]. The catalyst class is: 44. (7) Reactant: [CH:1]1([CH2:7][NH2:8])[CH2:6][CH2:5][CH2:4][CH2:3][CH2:2]1.[C:9]([Si:13]([O:16][C@H:17]1[CH2:21][C@H:20]([C:22]2[C:26]3[N:27]=[CH:28][N:29]=[C:30](S(C(C)(C)C)(=O)=O)[C:25]=3[S:24][CH:23]=2)[CH2:19][C@H:18]1[CH2:38][O:39][CH2:40][O:41][CH3:42])([CH3:15])[CH3:14])([CH3:12])([CH3:11])[CH3:10]. Product: [Si:13]([O:16][C@@H:17]1[C@H:18]([CH2:38][O:39][CH2:40][O:41][CH3:42])[CH2:19][C@@H:20]([C:22]2[C:26]3[N:27]=[CH:28][N:29]=[C:30]([NH:8][CH2:7][CH:1]4[CH2:6][CH2:5][CH2:4][CH2:3][CH2:2]4)[C:25]=3[S:24][CH:23]=2)[CH2:21]1)([C:9]([CH3:12])([CH3:10])[CH3:11])([CH3:14])[CH3:15]. The catalyst class is: 216. (8) Reactant: [CH3:1][N:2]1[CH2:7][CH2:6][NH:5][C:4](=[O:8])[CH2:3]1.I[C:10]1[CH:16]=[CH:15][C:13]([NH2:14])=[CH:12][CH:11]=1.[O-]P([O-])([O-])=O.[K+].[K+].[K+].N[C@@H]1CCCC[C@H]1N. Product: [CH3:1][N:2]1[CH2:7][CH2:6][N:5]([C:10]2[CH:16]=[CH:15][C:13]([NH2:14])=[CH:12][CH:11]=2)[C:4](=[O:8])[CH2:3]1. The catalyst class is: 185. (9) Reactant: [H-].C([Al+]CC(C)C)C(C)C.C1(C)C=CC=CC=1.C(O[C:21]([C:23]1[C:32]2[CH2:31][C:30]([CH3:34])([CH3:33])[CH2:29][NH:28][C:27](=[O:35])[C:26]=2[S:25][C:24]=1[NH:36][C:37]1[CH:42]=[CH:41][C:40]([I:43])=[CH:39][C:38]=1[F:44])=O)C.[NH4+].[Cl-]. Product: [F:44][C:38]1[CH:39]=[C:40]([I:43])[CH:41]=[CH:42][C:37]=1[NH:36][C:24]1[S:25][C:26]2[C:27](=[O:35])[NH:28][CH2:29][C:30]([CH3:34])([CH3:33])[CH2:31][C:32]=2[C:23]=1[CH3:21]. The catalyst class is: 2. (10) Reactant: CN(C(ON1N=N[C:11]2[CH:12]=[CH:13][CH:14]=N[C:10]1=2)=[N+](C)C)C.[F:18][P-](F)(F)(F)(F)F.CCN(C(C)C)[CH:28]([CH3:30])[CH3:29].CN[C@H]1CN2C3C(C(C[C:49]([O:51]CCC)=[O:50])=C2CC1)=CC=CC=3. Product: [F:18][C:29]1[CH:14]=[CH:13][C:12]([CH:11]([CH3:10])[C:49]([OH:51])=[O:50])=[CH:30][CH:28]=1. The catalyst class is: 3.